Dataset: Peptide-MHC class II binding affinity with 134,281 pairs from IEDB. Task: Regression. Given a peptide amino acid sequence and an MHC pseudo amino acid sequence, predict their binding affinity value. This is MHC class II binding data. (1) The binding affinity (normalized) is 0.620. The peptide sequence is YDRFLANVSTVLTGK. The MHC is DRB1_0401 with pseudo-sequence DRB1_0401. (2) The peptide sequence is NWLWALLGKKKNPRL. The MHC is DRB1_1101 with pseudo-sequence DRB1_1101. The binding affinity (normalized) is 0.800. (3) The peptide sequence is VGAITTIEDPVLAKK. The MHC is DRB1_0301 with pseudo-sequence DRB1_0301. The binding affinity (normalized) is 0.451. (4) The MHC is DRB1_0405 with pseudo-sequence DRB1_0405. The peptide sequence is MPFVTTQPEALAAAA. The binding affinity (normalized) is 0.416. (5) The peptide sequence is GESQIVDKIDAAFKI. The binding affinity (normalized) is 0.474. The MHC is DRB1_0404 with pseudo-sequence DRB1_0404. (6) The peptide sequence is LLIDVVTYLVALIPE. The MHC is DRB1_0301 with pseudo-sequence DRB1_0301. The binding affinity (normalized) is 0.187.